Dataset: Full USPTO retrosynthesis dataset with 1.9M reactions from patents (1976-2016). Task: Predict the reactants needed to synthesize the given product. (1) Given the product [Cl:21][C:22]1[CH:30]=[CH:29][C:25]([C:26]([NH:2][CH2:3][C:4](=[O:5])[NH:6][CH:7]([C:14]2[CH:19]=[CH:18][C:17]([Cl:20])=[CH:16][CH:15]=2)[C:8]2[CH:13]=[CH:12][CH:11]=[CH:10][CH:9]=2)=[O:27])=[CH:24][CH:23]=1, predict the reactants needed to synthesize it. The reactants are: Cl.[NH2:2][CH2:3][C:4]([NH:6][CH:7]([C:14]1[CH:19]=[CH:18][C:17]([Cl:20])=[CH:16][CH:15]=1)[C:8]1[CH:13]=[CH:12][CH:11]=[CH:10][CH:9]=1)=[O:5].[Cl:21][C:22]1[CH:30]=[CH:29][C:25]([C:26](Cl)=[O:27])=[CH:24][CH:23]=1. (2) Given the product [CH:23]([NH:26][C:27]([N:20]1[CH2:21][CH2:22][CH:17]([O:16][C:13]2[CH:14]=[CH:15][C:8]3[CH2:7][CH2:6][N:5]([CH:1]4[CH2:2][CH2:3][CH2:4]4)[CH2:11][CH2:10][C:9]=3[CH:12]=2)[CH2:18][CH2:19]1)=[O:28])([CH3:25])[CH3:24], predict the reactants needed to synthesize it. The reactants are: [CH:1]1([N:5]2[CH2:11][CH2:10][C:9]3[CH:12]=[C:13]([O:16][CH:17]4[CH2:22][CH2:21][NH:20][CH2:19][CH2:18]4)[CH:14]=[CH:15][C:8]=3[CH2:7][CH2:6]2)[CH2:4][CH2:3][CH2:2]1.[CH:23]([N:26]=[C:27]=[O:28])([CH3:25])[CH3:24].